Dataset: Peptide-MHC class I binding affinity with 185,985 pairs from IEDB/IMGT. Task: Regression. Given a peptide amino acid sequence and an MHC pseudo amino acid sequence, predict their binding affinity value. This is MHC class I binding data. (1) The MHC is HLA-A02:02 with pseudo-sequence HLA-A02:02. The peptide sequence is GDYKLVEI. The binding affinity (normalized) is 0.156. (2) The peptide sequence is FAHELEMLC. The MHC is HLA-B27:05 with pseudo-sequence HLA-B27:05. The binding affinity (normalized) is 0.0847. (3) The peptide sequence is DIFMRDWNSK. The MHC is HLA-A33:01 with pseudo-sequence HLA-A33:01. The binding affinity (normalized) is 0.417. (4) The peptide sequence is IEELREHLL. The MHC is HLA-A29:02 with pseudo-sequence HLA-A29:02. The binding affinity (normalized) is 0. (5) The binding affinity (normalized) is 0.855. The MHC is HLA-B15:03 with pseudo-sequence HLA-B15:03. The peptide sequence is LSINSSFYF. (6) The peptide sequence is LPRERFRKT. The MHC is HLA-A23:01 with pseudo-sequence HLA-A23:01. The binding affinity (normalized) is 0.0847.